Dataset: Reaction yield outcomes from USPTO patents with 853,638 reactions. Task: Predict the reaction yield, written as a fraction of the theoretical maximum amount of product (1.0 means a 100% yield; for example, 0.34 means a 34% yield). (1) The reactants are [CH:1]([NH2:4])([CH3:3])[CH3:2].[C:5]([N:8]([CH2:24][C:25]1[CH:30]=[C:29]([C:31]([F:34])([F:33])[F:32])[CH:28]=[C:27]([C:35]([F:38])([F:37])[F:36])[CH:26]=1)[CH:9]1[CH2:15][CH2:14][CH2:13][N:12]([C:16](Cl)=[O:17])[C:11]2[CH:19]=[C:20]([Cl:23])[CH:21]=[CH:22][C:10]1=2)(=[O:7])[CH3:6]. The catalyst is ClCCl. The product is [CH:1]([NH:4][C:16]([N:12]1[CH2:13][CH2:14][CH2:15][CH:9]([N:8]([C:5](=[O:7])[CH3:6])[CH2:24][C:25]2[CH:30]=[C:29]([C:31]([F:33])([F:34])[F:32])[CH:28]=[C:27]([C:35]([F:36])([F:37])[F:38])[CH:26]=2)[C:10]2[CH:22]=[CH:21][C:20]([Cl:23])=[CH:19][C:11]1=2)=[O:17])([CH3:3])[CH3:2]. The yield is 0.870. (2) The reactants are [CH3:1][CH2:2][O:3][C:4]([CH:6](P(OCC)(OCC)=O)[F:7])=[O:5].[H-].[Na+].[CH3:18][C:19]([CH3:21])=O. The catalyst is C(COC)OC.O. The product is [CH2:2]([O:3][C:4](=[O:5])[C:6]([F:7])=[C:19]([CH3:21])[CH3:18])[CH3:1]. The yield is 0.616. (3) The product is [F:15][C:16]([F:25])([F:26])[C:17]1[CH:18]=[C:19]([CH:22]=[CH:23][CH:24]=1)[CH2:20][N:11]1[CH2:10][CH2:9][CH:8]([NH2:7])[CH2:13][CH2:12]1. The catalyst is ClCCl. The yield is 0.600. The reactants are C(OC(=O)[NH:7][CH:8]1[CH2:13][CH2:12][NH:11][CH2:10][CH2:9]1)(C)(C)C.[F:15][C:16]([F:26])([F:25])[C:17]1[CH:18]=[C:19]([CH:22]=[CH:23][CH:24]=1)[CH2:20]Br.C(N(C(C)C)CC)(C)C.FC(F)(F)C(O)=O. (4) The reactants are [F:1][C:2]1[CH:7]=[CH:6][C:5]([C:8]2[C:9](=[O:24])[NH:10][N:11]=[CH:12][C:13]=2[C:14]2[CH:19]=[CH:18][C:17]([S:20]([CH3:23])(=[O:22])=[O:21])=[CH:16][CH:15]=2)=[CH:4][CH:3]=1.C([O-])([O-])=O.[K+].[K+].[F:31][C:32]1[CH:37]=[CH:36][C:35](I)=[CH:34][CH:33]=1. The catalyst is N1C=CC=CC=1. The product is [F:31][C:32]1[CH:37]=[CH:36][C:35]([N:10]2[C:9](=[O:24])[C:8]([C:5]3[CH:6]=[CH:7][C:2]([F:1])=[CH:3][CH:4]=3)=[C:13]([C:14]3[CH:19]=[CH:18][C:17]([S:20]([CH3:23])(=[O:22])=[O:21])=[CH:16][CH:15]=3)[CH:12]=[N:11]2)=[CH:34][CH:33]=1. The yield is 0.799. (5) The reactants are [Cl:1][C:2]1[CH:21]=[CH:20][C:5]([C:6]([NH:8][C:9]2[N:14]=[CH:13][C:12]([CH:15]([CH3:19])[C:16]([OH:18])=O)=[CH:11][CH:10]=2)=[O:7])=[CH:4][CH:3]=1.ON1C2C=CC=CC=2N=N1.C(N=C=NCCCN(C)C)C.C(N(CC)CC)C.[C:50]([C:54]1[CH:58]=[C:57]([CH2:59][NH2:60])[N:56]([C:61]2[CH:66]=[CH:65][CH:64]=[C:63]([Cl:67])[CH:62]=2)[N:55]=1)([CH3:53])([CH3:52])[CH3:51]. The catalyst is CN(C)C=O.O. The product is [C:50]([C:54]1[CH:58]=[C:57]([CH2:59][NH:60][C:16](=[O:18])[CH:15]([C:12]2[CH:11]=[CH:10][C:9]([NH:8][C:6](=[O:7])[C:5]3[CH:4]=[CH:3][C:2]([Cl:1])=[CH:21][CH:20]=3)=[N:14][CH:13]=2)[CH3:19])[N:56]([C:61]2[CH:66]=[CH:65][CH:64]=[C:63]([Cl:67])[CH:62]=2)[N:55]=1)([CH3:53])([CH3:51])[CH3:52]. The yield is 0.550. (6) The reactants are Br[C:2]1[CH:3]=[N:4][CH:5]=[N:6][CH:7]=1.C([Li])CCC.O(N(C)[C:16](=[O:18])[CH3:17])C.[Cl-].[NH4+]. The product is [C:16]([C:2]1[CH:3]=[N:4][CH:5]=[N:6][CH:7]=1)(=[O:18])[CH3:17]. The catalyst is O1CCCC1.CCCCCC. The yield is 0.450. (7) The reactants are F[C:2]1[CH:7]=[CH:6][C:5]([N+:8]([O-:10])=[O:9])=[CH:4][CH:3]=1.[CH3:11][S:12]([C:15]1[N:20]=[CH:19][C:18]([OH:21])=[CH:17][CH:16]=1)(=[O:14])=[O:13].C(=O)([O-])[O-].[K+].[K+].O. The catalyst is CN(C)C=O. The product is [CH3:11][S:12]([C:15]1[CH:16]=[CH:17][C:18]([O:21][C:2]2[CH:7]=[CH:6][C:5]([N+:8]([O-:10])=[O:9])=[CH:4][CH:3]=2)=[CH:19][N:20]=1)(=[O:14])=[O:13]. The yield is 0.990.